Dataset: Peptide-MHC class II binding affinity with 134,281 pairs from IEDB. Task: Regression. Given a peptide amino acid sequence and an MHC pseudo amino acid sequence, predict their binding affinity value. This is MHC class II binding data. (1) The peptide sequence is RGDSRLTYQWHKEGS. The MHC is DRB1_0404 with pseudo-sequence DRB1_0404. The binding affinity (normalized) is 0. (2) The MHC is DRB3_0101 with pseudo-sequence DRB3_0101. The binding affinity (normalized) is 0.394. The peptide sequence is FIFGEARSLYLNTEL. (3) The peptide sequence is TNILEAKYWCPDSME. The MHC is DRB1_0801 with pseudo-sequence DRB1_0801. The binding affinity (normalized) is 0.236. (4) The peptide sequence is TVMAPDKPSLDISLE. The MHC is HLA-DQA10501-DQB10402 with pseudo-sequence HLA-DQA10501-DQB10402. The binding affinity (normalized) is 0. (5) The peptide sequence is CTDKMFFVKNPTDTG. The MHC is DRB3_0101 with pseudo-sequence DRB3_0101. The binding affinity (normalized) is 0.358.